This data is from Catalyst prediction with 721,799 reactions and 888 catalyst types from USPTO. The task is: Predict which catalyst facilitates the given reaction. (1) Reactant: [H-].[Na+].[Cl:3][C:4]1[CH:18]=[CH:17][C:7]([CH2:8]P(=O)(OCC)OCC)=[CH:6][CH:5]=1.C1OCCOCCOCCOCCOCCOC1.CO.[CH3:39][O:40][CH2:41][O:42][C:43]1[CH:44]=[C:45]([CH:48]=[CH:49][CH:50]=1)[CH:46]=O. Product: [Cl:3][C:4]1[CH:5]=[CH:6][C:7](/[CH:8]=[CH:46]/[C:45]2[CH:48]=[CH:49][CH:50]=[C:43]([O:42][CH2:41][O:40][CH3:39])[CH:44]=2)=[CH:17][CH:18]=1. The catalyst class is: 18. (2) Reactant: C(=O)([O-])[O-].[K+].[K+].[OH:7][C:8]1[CH:12]=[C:11]([CH3:13])[NH:10][N:9]=1.Cl[C:15]1[C:20]([Cl:21])=[CH:19][C:18]([C:22]([F:25])([F:24])[F:23])=[CH:17][N:16]=1.Cl. Product: [Cl:21][C:20]1[C:15]([O:7][C:8]2[CH:12]=[C:11]([CH3:13])[NH:10][N:9]=2)=[N:16][CH:17]=[C:18]([C:22]([F:24])([F:23])[F:25])[CH:19]=1. The catalyst class is: 3. (3) Reactant: [CH3:1][N:2]1[CH2:7][CH2:6][C:5]([CH2:15][NH2:16])([C:8]2[CH:13]=[CH:12][C:11]([F:14])=[CH:10][CH:9]=2)[CH2:4][CH2:3]1.[Cl:17][C:18]1[C:27]2[C:22](=[CH:23][CH:24]=[CH:25][CH:26]=2)[C:21]([C:28](Cl)=[O:29])=[CH:20][C:19]=1[O:31][CH3:32]. Product: [CH3:1][N:2]1[CH2:7][CH2:6][C:5]([C:8]2[CH:9]=[CH:10][C:11]([F:14])=[CH:12][CH:13]=2)([CH2:15][NH:16][C:28]([C:21]2[C:22]3[C:27](=[CH:26][CH:25]=[CH:24][CH:23]=3)[C:18]([Cl:17])=[C:19]([O:31][CH3:32])[CH:20]=2)=[O:29])[CH2:4][CH2:3]1. The catalyst class is: 28. (4) Reactant: C([O-])([O-])=O.[K+].[K+].[OH:7][C:8]1[C:9]([CH3:18])=[C:10]2[C:14](=[CH:15][CH:16]=1)[C:13](=[O:17])[CH2:12][CH2:11]2.Cl[C:20]1[CH:27]=[CH:26][C:23]([C:24]#[N:25])=[CH:22][N:21]=1. Product: [CH3:18][C:9]1[C:8]([O:7][C:20]2[CH:27]=[CH:26][C:23]([C:24]#[N:25])=[CH:22][N:21]=2)=[CH:16][CH:15]=[C:14]2[C:10]=1[CH2:11][CH2:12][C:13]2=[O:17]. The catalyst class is: 16. (5) Reactant: [CH3:1][N:2]([CH3:25])[S:3]([N:6]1[C:10]([CH:11]([OH:17])[C:12]2[S:13][CH:14]=[CH:15][CH:16]=2)=[CH:9][N:8]=[C:7]1[Si](C(C)(C)C)(C)C)(=[O:5])=[O:4].C([Mg]Br)=C. Product: [CH3:1][N:2]([CH3:25])[S:3]([N:6]1[C:10]([CH:11]([OH:17])[C:12]2[S:13][CH:14]=[CH:15][CH:16]=2)=[CH:9][N:8]=[CH:7]1)(=[O:5])=[O:4]. The catalyst class is: 1. (6) The catalyst class is: 48. Product: [ClH:25].[CH2:2]([O:4][C:5]([N:7]1[CH2:12][CH2:11][N:10]([CH2:13][CH:14]([Cl:1])[C:16]2[CH:21]=[CH:20][C:19]([F:22])=[CH:18][CH:17]=2)[CH2:9][CH2:8]1)=[O:6])[CH3:3]. Reactant: [ClH:1].[CH2:2]([O:4][C:5]([N:7]1[CH2:12][CH2:11][N:10]([CH2:13][CH:14]([C:16]2[CH:21]=[CH:20][C:19]([F:22])=[CH:18][CH:17]=2)O)[CH2:9][CH2:8]1)=[O:6])[CH3:3].S(Cl)([Cl:25])=O. (7) Reactant: [Cl:1][C:2]1[CH:3]=[C:4]2[C:9](=[CH:10][C:11]=1[C:12]([OH:14])=O)[N:8]=[CH:7][N:6]=[C:5]2[NH:15][CH:16]([C:18]1[NH:22][C:21]2[CH:23]=[CH:24][C:25]([Cl:27])=[CH:26][C:20]=2[N:19]=1)[CH3:17].FC1C(OC(N(C)C)=[N+](C)C)=C(F)C(F)=C(F)C=1F.F[P-](F)(F)(F)(F)F.C(N(C(C)C)CC)(C)C.[NH:63]1[CH2:68][CH2:67][CH2:66][CH2:65][CH:64]1[CH2:69][CH2:70][C:71]([O:73][CH2:74][CH3:75])=[O:72]. Product: [Cl:1][C:2]1[CH:3]=[C:4]2[C:9](=[CH:10][C:11]=1[C:12]([N:63]1[CH2:68][CH2:67][CH2:66][CH2:65][CH:64]1[CH2:69][CH2:70][C:71]([O:73][CH2:74][CH3:75])=[O:72])=[O:14])[N:8]=[CH:7][N:6]=[C:5]2[NH:15][CH:16]([C:18]1[NH:22][C:21]2[CH:23]=[CH:24][C:25]([Cl:27])=[CH:26][C:20]=2[N:19]=1)[CH3:17]. The catalyst class is: 16. (8) Reactant: [CH3:1][C:2]1[O:3][C:4]2[C:9]([C:10](=[O:12])[CH:11]=1)=[C:8]([N+:13]([O-:15])=[O:14])[CH:7]=[CH:6][C:5]=2[CH:16]=O.[C:18]([O:24][CH:25]([CH3:27])[CH3:26])(=[O:23])[CH2:19][C:20]([CH3:22])=O.[NH2:28]/[C:29](/[CH3:33])=[CH:30]\[C:31]#[N:32].C(O)(=O)C. Product: [C:31]([C:30]1[CH:16]([C:5]2[CH:6]=[CH:7][C:8]([N+:13]([O-:15])=[O:14])=[C:9]3[C:4]=2[O:3][C:2]([CH3:1])=[CH:11][C:10]3=[O:12])[C:19]([C:18]([O:24][CH:25]([CH3:27])[CH3:26])=[O:23])=[C:20]([CH3:22])[NH:28][C:29]=1[CH3:33])#[N:32]. The catalyst class is: 41. (9) Reactant: [Cl:1][C:2]1[CH:9]=[CH:8][C:5]([C:6]#[N:7])=[CH:4][C:3]=1[CH:10]=[O:11].[BH4-].[Na+].Cl.C(Cl)Cl. Product: [Cl:1][C:2]1[CH:9]=[CH:8][C:5]([C:6]#[N:7])=[CH:4][C:3]=1[CH2:10][OH:11]. The catalyst class is: 8.